This data is from Experimentally validated miRNA-target interactions with 360,000+ pairs, plus equal number of negative samples. The task is: Binary Classification. Given a miRNA mature sequence and a target amino acid sequence, predict their likelihood of interaction. (1) The miRNA is hsa-miR-139-3p with sequence UGGAGACGCGGCCCUGUUGGAGU. The protein sequence of the target gene is MPRKIEEIKDFLLTARRKDAKSVKIKKNKDNVKFKVRCSRYLYTLVITDKEKAEKLKQSLPPGLAVKELK. Result: 0 (no interaction). (2) The miRNA is mmu-miR-34b-5p with sequence AGGCAGUGUAAUUAGCUGAUUGU. The protein sequence of the target gene is MSFRKVNIIIWVLAVVLFLLVLHHNFLSLSSLLKNDISDSGIVGLQPIDFVASAHQHPVSERQEEIPVVIAASEDRLGGTIAAINSVHQNTRSNVMFYIVTFNSTADHLRSWLNSGSLKSIRYKIVNFDTKLLEGKVKQDPDQGESMKPLTFARFYLPILVPSAKKAIYMDDDVIVQGDILALYNTPLKPGHAAAFSEDCDSASTKVIIRGAGNQYNYIGYLDYKKERIRKLSMKASTCSFNPGVFVANLTEWKRQNVTNQLEKWMKLNVEEGLYSRTLAGSITTPPLLIVFYQQHSTID.... Result: 0 (no interaction). (3) The miRNA is hsa-miR-125a-3p with sequence ACAGGUGAGGUUCUUGGGAGCC. The protein sequence of the target gene is MASEDIAKLAETLAKTQVAGGQLSFKGKSLKLNTAEDAKDVIKEIEDFDSLEALRLEGNTVGVEAARVIAKALEKKSELKRCHWSDMFTGRLRTEIPPALISLGEGLITAGAQLVELDLSDNAFGPDGVQGFEALLKSSACFTLQELKLNNCGMGIGGGKILAAALTECHRKSSAQGKPLALKVFVAGRNRLENDGATALAEAFRVIGTLEEVHMPQNGINHPGITALAQAFAVNPLLRVINLNDNTFTEKGAVAMAETLKTLRQVEVINFGDCLVRSKGAVAIADAIRGGLPKLKELNL.... Result: 1 (interaction). (4) The miRNA is hsa-miR-329-3p with sequence AACACACCUGGUUAACCUCUUU. The protein sequence of the target gene is MPTALCPRVLAPKESEEPRKMRSPPGENPSPQGELPSPESSRRLFRRFRYQEAAGPREALQRLWDLCGGWLRPERHTKEQILELLVLEQFLAILPREIQSWVRAQEPESGEQAVAAVEALEREPGRPWQWLKHCEDPVVIDDGDSPLDQEQEQLPVEPHSDLAKNQDAQPITLAQCLGLPSRPPSQLSGDPVLQDAFLLQEENVRDTQQVTTLQLPPSRVSPFKDMILCFSEEDWSLLDPAQTGFYGEFIIGEDYGVSMPPNDLAAQPDLSQGEENEPRVPELQDLQGKEVPQVSYLDSP.... Result: 1 (interaction). (5) The miRNA is mmu-miR-1192 with sequence AAACAAACAAACAGACCAAAUU. The protein sequence of the target gene is MCERSLYRAGYVGSLLNLQSPDSFYFSNLRANGSQLAALPPISYPRSALPWATTPASCTPAQPATASAFGGFSQPYLTGSGPIGLQSPGAKDGPEDQVKFYTPDAPTASEERSRTRPPFAPESSLVHSALKGTKYDYAGVGRTAPGSATLLQGAPCASSFKEDTKGPLNLNMAVQVAGVASCLRSSLPDGLPWGAAPGRARKKRKPYTKQQIAELENEFLVNEFINRQKRKELSNRLNLSDQQVKIWFQNRRMKKKRVVQREQALALY. Result: 1 (interaction). (6) The miRNA is hsa-miR-6771-3p with sequence CAAACCCCUGUCUACCCGCAG. The protein sequence of the target gene is MTVTYSSKVANATFFGFHRLLLKWRGSIYKLLYREFIVFAVLYTAISLVYRLLLTGVQKRYFEKLSIYCDRYAEQIPVTFVLGFYVTLVVNRWWNQFVNLPWPDRLMFLISSSVHGSDEHGRLLRRTLMRYVNLTSLLIFRSVSTAVYKRFPTMDHVVEAGFMTTDERKLFNHLKSPHLKYWVPFIWFGNLATKARNEGRIRDSVDLQSLMTEMNRYRSWCSLLFGYDWVGIPLVYTQVVTLAVYTFFFACLIGRQFLDPTKGYAGHDLDLYIPIFTLLQFFFYAGWLKVAEQLINPFGE.... Result: 1 (interaction). (7) The miRNA is hsa-miR-4528 with sequence UCAUUAUAUGUAUGAUCUGGAC. The protein sequence of the target gene is MKRGGRDSDRNSSEEGTAEKSKKLRTTNEHSQTCDWGNLLQDIILQVFKYLPLLDRAHASQVCRNWNQVFHMPDLWRCFEFELNQPATSYLKATHPELIKQIIKRHSNHLQYVSFKVDSSKESAEAACDILSQLVNCSLKTLGLISTARPSFMDLPKSHFISALTVVFVNSKSLSSLKIDDTPVDDPSLKVLVANNSDTLKLLKMSSCPHVSPAGILCVADQCHGLRELALNYHLLSDELLLALSSEKHVRLEHLRIDVVSENPGQTHFHTIQKSSWDAFIRHSPKVNLVMYFFLYEEEF.... Result: 1 (interaction). (8) The miRNA is mmu-miR-5100 with sequence UCGAAUCCCAGCGGUGCCUCU. The protein sequence of the target gene is MVLLLPWLFIILWLENAQAQLEDEGNFYSENVSRILDNLLEGYDNRLRPGFGGAVTEVKTDIYVTSFGPVSDVEMEYTMDVFFRQTWTDERLKFKGPAEILSLNNLMVSKIWTPDTFFRNGKKSIAHNMTTPNKLFRLMQNGTILYTMRLTINADCPMRLVNFPMDGHACPLKFGSYAYPKTEIIYTWKKGPLYSVEVPEESSSLLQYDLIGQTVSSETIKSNTGEYVIMTVYFHLQRKMGYFMIQIYTPCIMTVILSQVSFWINKESVPARTVFGITTVLTMTTLSISARHSLPKVSYA.... Result: 0 (no interaction).